The task is: Predict the product of the given reaction.. This data is from Forward reaction prediction with 1.9M reactions from USPTO patents (1976-2016). (1) Given the reactants C([N:4]([S:34]([CH2:37][C:38]1[CH:43]=[CH:42][CH:41]=[CH:40][CH:39]=1)(=[O:36])=[O:35])[C:5]([CH:7]1[CH2:12][CH2:11][N:10]([C:13]2[C:23]([C:24]#[N:25])=[CH:22][C:16]([C:17]([O:19][CH2:20][CH3:21])=[O:18])=[C:15](OS(C(F)(F)F)(=O)=O)[N:14]=2)[CH2:9][CH2:8]1)=[O:6])C=C.CC1(C)C2C(=C(P(C3C=CC=CC=3)C3C=CC=CC=3)C=CC=2)OC2C(P(C3C=CC=CC=3)C3C=CC=CC=3)=CC=CC1=2.[SH:86][CH2:87][CH2:88][OH:89].CCN(C(C)C)C(C)C.C([O-])(O)=O.[Na+], predict the reaction product. The product is: [CH2:37]([S:34]([NH:4][C:5]([CH:7]1[CH2:12][CH2:11][N:10]([C:13]2[C:23]([C:24]#[N:25])=[CH:22][C:16]([C:17]([O:19][CH2:20][CH3:21])=[O:18])=[C:15]([S:86][CH2:87][CH2:88][OH:89])[N:14]=2)[CH2:9][CH2:8]1)=[O:6])(=[O:35])=[O:36])[C:38]1[CH:39]=[CH:40][CH:41]=[CH:42][CH:43]=1. (2) Given the reactants [Cl:1][C:2]1[C:9]([F:10])=[CH:8][CH:7]=[C:6]([O:11][CH2:12][CH3:13])[C:3]=1[CH:4]=[O:5].[Br:14][C:15]1[CH:16]=[C:17]2[C:21](=[N:22][CH:23]=1)[NH:20][CH:19]=[CH:18]2.[OH-].[K+].[CH3:26]O, predict the reaction product. The product is: [Br:14][C:15]1[CH:16]=[C:17]2[C:18]([CH:4]([C:3]3[C:6]([O:11][CH2:12][CH3:13])=[CH:7][CH:8]=[C:9]([F:10])[C:2]=3[Cl:1])[O:5][CH3:26])=[CH:19][NH:20][C:21]2=[N:22][CH:23]=1. (3) Given the reactants [CH2:1]([O:19][C@H:20]1[C@H:24]([O:25][CH2:26][CH2:27][CH2:28][CH2:29][CH2:30][CH2:31][CH2:32][CH2:33]/[CH:34]=[CH:35]\[CH2:36]/[CH:37]=[CH:38]\[CH2:39][CH2:40][CH2:41][CH2:42][CH3:43])[CH2:23][NH:22][CH2:21]1)[CH2:2][CH2:3][CH2:4][CH2:5][CH2:6][CH2:7][CH2:8]/[CH:9]=[CH:10]\[CH2:11]/[CH:12]=[CH:13]\[CH2:14][CH2:15][CH2:16][CH2:17][CH3:18].[CH3:44][N:45]1[CH2:50][CH2:49][C:48](=O)[CH2:47][CH2:46]1, predict the reaction product. The product is: [CH2:1]([O:19][C@H:20]1[C@H:24]([O:25][CH2:26][CH2:27][CH2:28][CH2:29][CH2:30][CH2:31][CH2:32][CH2:33]/[CH:34]=[CH:35]\[CH2:36]/[CH:37]=[CH:38]\[CH2:39][CH2:40][CH2:41][CH2:42][CH3:43])[CH2:23][N:22]([CH:48]2[CH2:49][CH2:50][N:45]([CH3:44])[CH2:46][CH2:47]2)[CH2:21]1)[CH2:2][CH2:3][CH2:4][CH2:5][CH2:6][CH2:7][CH2:8]/[CH:9]=[CH:10]\[CH2:11]/[CH:12]=[CH:13]\[CH2:14][CH2:15][CH2:16][CH2:17][CH3:18]. (4) Given the reactants [Br:1]Br.[F:3][C:4]1[CH:9]=[CH:8][CH:7]=[CH:6][C:5]=1[N:10]1[C:14]2=[N:15][C:16]([OH:19])=[CH:17][CH:18]=[C:13]2[N:12]=[N:11]1.O, predict the reaction product. The product is: [F:3][C:4]1[CH:9]=[CH:8][CH:7]=[CH:6][C:5]=1[N:10]1[C:14]2=[N:15][C:16]([OH:19])=[C:17]([Br:1])[CH:18]=[C:13]2[N:12]=[N:11]1. (5) Given the reactants [Cl:1][C:2]1[CH:7]=[CH:6][C:5]([C:8]2[C:13]([CH2:14][OH:15])=[CH:12][N:11]=[C:10]([NH:16][C:17](=[O:19])[CH3:18])[CH:9]=2)=[C:4](F)[CH:3]=1.C(=O)([O-])[O-].[K+].[K+], predict the reaction product. The product is: [Cl:1][C:2]1[CH:7]=[CH:6][C:5]2[C:8]3[C:13](=[CH:12][N:11]=[C:10]([NH:16][C:17](=[O:19])[CH3:18])[CH:9]=3)[CH2:14][O:15][C:4]=2[CH:3]=1. (6) Given the reactants Br[C:2]1[CH:3]=[C:4]([C:9]2[O:10][C:11]([CH:14]3[CH2:16][CH2:15]3)=[N:12][N:13]=2)[C:5]([NH2:8])=[N:6][CH:7]=1.C([O-])([O-])=O.[K+].[K+].[CH3:23][N:24]1[C:32]2[C:27](=[CH:28][C:29](B(O)O)=[CH:30][CH:31]=2)[CH:26]=[CH:25]1, predict the reaction product. The product is: [CH:14]1([C:11]2[O:10][C:9]([C:4]3[C:5]([NH2:8])=[N:6][CH:7]=[C:2]([C:29]4[CH:28]=[C:27]5[C:32](=[CH:31][CH:30]=4)[N:24]([CH3:23])[CH:25]=[CH:26]5)[CH:3]=3)=[N:13][N:12]=2)[CH2:16][CH2:15]1. (7) Given the reactants C(OC([NH:8][CH2:9][C:10]1[CH:15]=[C:14]([NH:16][C:17]([C:19]2[C:28](=[O:29])[C:27]3[C:22](=[CH:23][CH:24]=[CH:25][CH:26]=3)[NH:21][CH:20]=2)=[O:18])[CH:13]=[CH:12][C:11]=1[C:30]([CH3:33])([CH3:32])[CH3:31])=O)(C)(C)C, predict the reaction product. The product is: [NH2:8][CH2:9][C:10]1[CH:15]=[C:14]([NH:16][C:17]([C:19]2[C:28](=[O:29])[C:27]3[C:22](=[CH:23][CH:24]=[CH:25][CH:26]=3)[NH:21][CH:20]=2)=[O:18])[CH:13]=[CH:12][C:11]=1[C:30]([CH3:32])([CH3:33])[CH3:31]. (8) Given the reactants C[O:2][C:3]1[C:10]([C:11]#[C:12][C:13]2[CH:18]=[CH:17][C:16]([O:19][CH3:20])=[CH:15][CH:14]=2)=[CH:9][C:8]([O:21][CH3:22])=[CH:7][C:4]=1[C:5]#[N:6].[Al].[I:24]I.OS([O-])=O.[Na+], predict the reaction product. The product is: [I:24][C:11]1[C:10]2[CH:9]=[C:8]([O:21][CH3:22])[CH:7]=[C:4]([C:5]#[N:6])[C:3]=2[O:2][C:12]=1[C:13]1[CH:18]=[CH:17][C:16]([O:19][CH3:20])=[CH:15][CH:14]=1. (9) Given the reactants [CH3:1][O:2][CH2:3][CH2:4][O:5][CH2:6][CH2:7][CH2:8][N:9]1[CH:13]=[CH:12][CH:11]=[C:10]1[CH:14]=O.[Cl-].[Cl:17][C:18]1[CH:43]=[CH:42][CH:41]=[CH:40][C:19]=1[CH2:20][P+](C1C=CC=CC=1)(C1C=CC=CC=1)C1C=CC=CC=1.C([N-]C(C)C)(C)C.[Li+], predict the reaction product. The product is: [Cl:17][C:18]1[CH:43]=[CH:42][CH:41]=[CH:40][C:19]=1[CH:20]=[CH:14][C:10]1[N:9]([CH2:8][CH2:7][CH2:6][O:5][CH2:4][CH2:3][O:2][CH3:1])[CH:13]=[CH:12][CH:11]=1. (10) Given the reactants Br[C:2]1[S:22][C:5]2=[N:6][C:7]([CH3:21])=[CH:8][C:9]([NH:10][S:11]([C:14]3[CH:19]=[CH:18][CH:17]=[C:16]([Cl:20])[CH:15]=3)(=[O:13])=[O:12])=[C:4]2[C:3]=1[C:23]1[CH:28]=[CH:27][CH:26]=[C:25]([O:29][CH3:30])[CH:24]=1.[CH3:31][N:32]([CH3:36])[CH2:33][C:34]#[CH:35].C(N(CC)CC)C, predict the reaction product. The product is: [Cl:20][C:16]1[CH:15]=[C:14]([S:11]([NH:10][C:9]2[CH:8]=[C:7]([CH3:21])[N:6]=[C:5]3[S:22][C:2]([C:35]#[C:34][CH2:33][N:32]([CH3:36])[CH3:31])=[C:3]([C:23]4[CH:28]=[CH:27][CH:26]=[C:25]([O:29][CH3:30])[CH:24]=4)[C:4]=23)(=[O:13])=[O:12])[CH:19]=[CH:18][CH:17]=1.